Dataset: Reaction yield outcomes from USPTO patents with 853,638 reactions. Task: Predict the reaction yield, written as a fraction of the theoretical maximum amount of product (1.0 means a 100% yield; for example, 0.34 means a 34% yield). (1) The reactants are [CH3:1][C:2]1[C:3]([CH2:14][S:15]([C:17]2[NH:21][C:20]3[CH:22]=[CH:23][CH:24]=[CH:25][C:19]=3[N:18]=2)=[O:16])=[N:4][CH:5]=[CH:6][C:7]=1[O:8][CH2:9][C:10]([F:13])([F:12])[F:11].[H-].[Na+].Cl[S:29]([C:32]1[CH:33]=[CH:34][C:35]([O:53][CH3:54])=[C:36]([CH:52]=1)[C:37]([O:39][CH2:40][CH2:41][S:42]([C:45]1[CH:50]=[CH:49][C:48]([CH3:51])=[CH:47][CH:46]=1)(=[O:44])=[O:43])=[O:38])(=[O:31])=[O:30].O. The catalyst is C(Cl)Cl. The product is [C:48]1([CH3:51])[CH:49]=[CH:50][C:45]([S:42]([CH2:41][CH2:40][O:39][C:37](=[O:38])[C:36]2[CH:52]=[C:32]([S:29]([N:21]3[C:20]4[CH:22]=[CH:23][CH:24]=[CH:25][C:19]=4[N:18]=[C:17]3[S:15]([CH2:14][C:3]3[C:2]([CH3:1])=[C:7]([O:8][CH2:9][C:10]([F:13])([F:11])[F:12])[CH:6]=[CH:5][N:4]=3)=[O:16])(=[O:31])=[O:30])[CH:33]=[CH:34][C:35]=2[O:53][CH3:54])(=[O:44])=[O:43])=[CH:46][CH:47]=1. The yield is 0.650. (2) The reactants are Br[C:2]1[CH:27]=[CH:26][C:5]2[N:6]([C:22]([CH3:25])([CH3:24])[CH3:23])[C:7]([C:9]3[CH:14]=[CH:13][CH:12]=[CH:11][C:10]=3[C:15]3[O:19][C:18](=[O:20])[N:17]([CH3:21])[N:16]=3)=[N:8][C:4]=2[CH:3]=1.[NH2:28][C:29]1[N:34]=[CH:33][C:32](B2OC(C)(C)C(C)(C)O2)=[CH:31][N:30]=1.C([O-])([O-])=O.[Na+].[Na+]. The catalyst is CN(C=O)C.CCOC(C)=O.C1C=CC([P]([Pd]([P](C2C=CC=CC=2)(C2C=CC=CC=2)C2C=CC=CC=2)([P](C2C=CC=CC=2)(C2C=CC=CC=2)C2C=CC=CC=2)[P](C2C=CC=CC=2)(C2C=CC=CC=2)C2C=CC=CC=2)(C2C=CC=CC=2)C2C=CC=CC=2)=CC=1. The product is [NH2:28][C:29]1[N:34]=[CH:33][C:32]([C:2]2[CH:27]=[CH:26][C:5]3[N:6]([C:22]([CH3:23])([CH3:25])[CH3:24])[C:7]([C:9]4[CH:14]=[CH:13][CH:12]=[CH:11][C:10]=4[C:15]4[O:19][C:18](=[O:20])[N:17]([CH3:21])[N:16]=4)=[N:8][C:4]=3[CH:3]=2)=[CH:31][N:30]=1. The yield is 0.250. (3) The reactants are [O:1]=[S:2]1(=[O:37])[CH2:7][CH2:6][CH:5]([NH:8][S:9]([C:12]2[CH:17]=[CH:16][C:15]([C:18]3[CH:23]=[CH:22][N:21]=[C:20]4[N:24]([S:28]([C:31]5[CH:36]=[CH:35][CH:34]=[CH:33][CH:32]=5)(=[O:30])=[O:29])[C:25]([CH3:27])=[CH:26][C:19]=34)=[CH:14][CH:13]=2)(=[O:11])=[O:10])[CH2:4][CH2:3]1.[C:38](=O)([O-])[O-].[Cs+].[Cs+].CI. The catalyst is C(Cl)Cl. The product is [O:37]=[S:2]1(=[O:1])[CH2:3][CH2:4][CH:5]([N:8]([CH3:38])[S:9]([C:12]2[CH:17]=[CH:16][C:15]([C:18]3[CH:23]=[CH:22][N:21]=[C:20]4[N:24]([S:28]([C:31]5[CH:32]=[CH:33][CH:34]=[CH:35][CH:36]=5)(=[O:29])=[O:30])[C:25]([CH3:27])=[CH:26][C:19]=34)=[CH:14][CH:13]=2)(=[O:11])=[O:10])[CH2:6][CH2:7]1. The yield is 1.00. (4) The reactants are CC1(C)C(C)(C)OB([C:9]2[CH:10]=[N:11][NH:12][CH:13]=2)O1.Br[C:16]1[CH:21]=[C:20]([O:22][CH3:23])[C:19]([C:24]2[S:28][C:27]([N:29]([CH3:40])[CH:30]3[CH2:35][C:34]([CH3:37])([CH3:36])[NH:33][C:32]([CH3:39])([CH3:38])[CH2:31]3)=[N:26][N:25]=2)=[C:18]([F:41])[CH:17]=1.C([O-])(O)=O.[Na+]. The catalyst is O1CCOCC1.O.C1C=CC([P]([Pd]([P](C2C=CC=CC=2)(C2C=CC=CC=2)C2C=CC=CC=2)([P](C2C=CC=CC=2)(C2C=CC=CC=2)C2C=CC=CC=2)[P](C2C=CC=CC=2)(C2C=CC=CC=2)C2C=CC=CC=2)(C2C=CC=CC=2)C2C=CC=CC=2)=CC=1. The product is [F:41][C:18]1[CH:17]=[C:16]([C:9]2[CH:13]=[N:12][NH:11][CH:10]=2)[CH:21]=[C:20]([O:22][CH3:23])[C:19]=1[C:24]1[S:28][C:27]([N:29]([CH3:40])[CH:30]2[CH2:35][C:34]([CH3:36])([CH3:37])[NH:33][C:32]([CH3:39])([CH3:38])[CH2:31]2)=[N:26][N:25]=1. The yield is 0.320. (5) The reactants are [CH2:1]([NH:8][C:9]([O:11][CH2:12][CH:13]1[CH:17]([OH:18])[CH2:16][CH:15]([OH:19])[CH:14]1[CH2:20][CH:21]=[CH:22][CH2:23][CH2:24][CH2:25][C:26]([O:28]C)=[O:27])=[S:10])[C:2]1[CH:7]=[CH:6][CH:5]=[CH:4][CH:3]=1.[OH-].[Li+]. The catalyst is O. The product is [CH2:1]([NH:8][C:9]([O:11][CH2:12][CH:13]1[CH:17]([OH:18])[CH2:16][CH:15]([OH:19])[CH:14]1[CH2:20][CH:21]=[CH:22][CH2:23][CH2:24][CH2:25][C:26]([OH:28])=[O:27])=[S:10])[C:2]1[CH:7]=[CH:6][CH:5]=[CH:4][CH:3]=1. The yield is 0.170. (6) The reactants are [Cl:1][C:2]1[CH:7]=[C:6]([C:8](=O)[CH3:9])[CH:5]=[CH:4][N:3]=1.[O:11]1[CH2:16][CH2:15][N:14]([S:17]([C:20]2[CH:21]=[C:22]([CH:27]=[CH:28][CH:29]=2)[C:23]([NH:25][NH2:26])=[O:24])(=[O:19])=[O:18])[CH2:13][CH2:12]1. The catalyst is CO.C(O)(=O)C. The product is [Cl:1][C:2]1[CH:7]=[C:6](/[C:8](=[N:26]/[NH:25][C:23](=[O:24])[C:22]2[CH:27]=[CH:28][CH:29]=[C:20]([S:17]([N:14]3[CH2:15][CH2:16][O:11][CH2:12][CH2:13]3)(=[O:18])=[O:19])[CH:21]=2)/[CH3:9])[CH:5]=[CH:4][N:3]=1. The yield is 0.600. (7) The reactants are [OH:1][C:2]1[CH:3]=[CH:4][CH:5]=[C:6]2[C:11]=1[N:10]=[CH:9][CH:8]=[CH:7]2.[C:12]([Li])([CH3:15])([CH3:14])[CH3:13].C(OO)(C)(C)C.C1(C)C=CC=CC=1. The catalyst is C1COCC1. The product is [C:12]([C:9]1[CH:8]=[CH:7][C:6]2[C:11](=[C:2]([OH:1])[CH:3]=[CH:4][CH:5]=2)[N:10]=1)([CH3:15])([CH3:14])[CH3:13]. The yield is 0.500.